This data is from Full USPTO retrosynthesis dataset with 1.9M reactions from patents (1976-2016). The task is: Predict the reactants needed to synthesize the given product. (1) Given the product [F:31][C:30]1[CH:2]=[CH:3][C:4]([CH2:5][N:6]2[CH2:15][CH2:14][C:13]3[C:8](=[C:9]([O:25][CH3:26])[C:10](=[O:24])[N:11]4[CH2:21][CH2:20][CH2:19][CH2:18][N:17]([CH3:22])[C:16](=[O:23])[C:12]4=3)[C:7]2=[O:27])=[CH:28][CH:29]=1, predict the reactants needed to synthesize it. The reactants are: Cl[C:2]1[CH:3]=[C:4]([CH:28]=[CH:29][C:30]=1[F:31])[CH2:5][N:6]1[CH2:15][CH2:14][C:13]2[C:8](=[C:9]([O:25][CH3:26])[C:10](=[O:24])[N:11]3[CH2:21][CH2:20][CH2:19][CH2:18][N:17]([CH3:22])[C:16](=[O:23])[C:12]3=2)[C:7]1=[O:27].[H][H]. (2) Given the product [S:15]1[C:19]2[CH:20]=[CH:21][CH:22]=[CH:23][C:18]=2[C:17]([CH2:24][N:2]2[C:32]([C:28]3[N:27]([CH3:26])[CH:31]=[CH:30][CH:29]=3)=[C:4]3[C:3]([N:8]([CH2:9][CH:10]([CH3:11])[CH3:12])[C:7](=[O:13])[NH:6][C:5]3=[O:14])=[N:1]2)=[CH:16]1, predict the reactants needed to synthesize it. The reactants are: [NH:1]([C:3]1[N:8]([CH2:9][CH:10]([CH3:12])[CH3:11])[C:7](=[O:13])[NH:6][C:5](=[O:14])[CH:4]=1)[NH2:2].[S:15]1[C:19]2[CH:20]=[CH:21][CH:22]=[CH:23][C:18]=2[C:17]([CH:24]=O)=[CH:16]1.[CH3:26][N:27]1[CH:31]=[CH:30][CH:29]=[C:28]1[CH:32]=O. (3) Given the product [NH2:27][CH2:26][C:5]1([C:22]([F:24])([F:25])[F:23])[C:4]2[C:9](=[CH:10][CH:11]=[C:2]([Br:1])[CH:3]=2)[N:8]([CH2:12][C:13]2[CH:14]=[CH:15][C:16]([O:19][CH3:20])=[CH:17][CH:18]=2)[C:7](=[O:21])[NH:6]1, predict the reactants needed to synthesize it. The reactants are: [Br:1][C:2]1[CH:3]=[C:4]2[C:9](=[CH:10][CH:11]=1)[N:8]([CH2:12][C:13]1[CH:18]=[CH:17][C:16]([O:19][CH3:20])=[CH:15][CH:14]=1)[C:7](=[O:21])[NH:6][C:5]2([CH2:26][N+:27]([O-])=O)[C:22]([F:25])([F:24])[F:23].[Cl-].[NH4+].O. (4) The reactants are: Cl[C:2]1[C:11]2[C:6](=[CH:7][CH:8]=[CH:9][CH:10]=2)[N:5]=[C:4]([Cl:12])[N:3]=1.[OH-].[K+].[OH-].C([N+](CCCC)(CCCC)CCCC)CCC.C(O)(=[O:35])C. Given the product [Cl:12][C:4]1[NH:3][C:2](=[O:35])[C:11]2[C:6](=[CH:7][CH:8]=[CH:9][CH:10]=2)[N:5]=1, predict the reactants needed to synthesize it. (5) Given the product [C:1]([O:5][C:6]([N:8]1[CH2:13][CH2:12][N:11]([CH2:14][C:16]2[CH:21]=[C:20]([C:22]3[CH:27]=[CH:26][C:25]([O:28][CH2:29][C:30]4[CH:35]=[CH:34][CH:33]=[CH:32][CH:31]=4)=[CH:24][C:23]=3[F:36])[N:19]=[C:18]3[N:37]([CH:41]4[CH2:46][CH2:45][CH2:44][CH2:43][O:42]4)[N:38]=[C:39]([CH3:40])[C:17]=23)[CH:10]([C:47]2[CH:48]=[CH:49][CH:50]=[CH:51][CH:52]=2)[CH2:9]1)=[O:7])([CH3:4])([CH3:2])[CH3:3], predict the reactants needed to synthesize it. The reactants are: [C:1]([O:5][C:6]([N:8]1[CH2:13][CH2:12][N:11]([C:14]([C:16]2[C:17]3[C:39]([CH3:40])=[N:38][N:37]([CH:41]4[CH2:46][CH2:45][CH2:44][CH2:43][O:42]4)[C:18]=3[N:19]=[C:20]([C:22]3[CH:27]=[CH:26][C:25]([O:28][CH2:29][C:30]4[CH:35]=[CH:34][CH:33]=[CH:32][CH:31]=4)=[CH:24][C:23]=3[F:36])[CH:21]=2)=O)[CH:10]([C:47]2[CH:52]=[CH:51][CH:50]=[CH:49][CH:48]=2)[CH2:9]1)=[O:7])([CH3:4])([CH3:3])[CH3:2].B.CSC. (6) Given the product [C:42]([C@@H:40]([C@H:38]([C:37]([OH:46])=[O:45])[OH:39])[OH:41])([OH:44])=[O:43].[O:1]1[CH2:5][CH2:4][C@@H:3]([N:6]([CH2:19][C:20]2[CH:25]=[CH:24][CH:23]=[CH:22][C:21]=2[C:26]([F:27])([F:28])[F:29])[C@H:7]2[CH2:11][CH2:10][NH:9][CH2:8]2)[CH2:2]1, predict the reactants needed to synthesize it. The reactants are: [O:1]1[CH2:5][CH2:4][C@@H:3]([N:6]([CH2:19][C:20]2[CH:25]=[CH:24][CH:23]=[CH:22][C:21]=2[C:26]([F:29])([F:28])[F:27])[C@@H:7]2[CH2:11][CH2:10][N:9](C(OC(C)(C)C)=O)[CH2:8]2)[CH2:2]1.FC(F)(F)C(O)=O.[C:37]([OH:46])(=[O:45])[C@@H:38]([C@H:40]([C:42]([OH:44])=[O:43])[OH:41])[OH:39]. (7) The reactants are: [CH:1]1[C:13]2[NH:12][C:11]3[C:6](=[CH:7][CH:8]=[CH:9][CH:10]=3)[C:5]=2[CH:4]=[CH:3][CH:2]=1.[OH-].[K+].[CH2:16](Br)[CH:17]=[CH2:18].C(Cl)(Cl)Cl. Given the product [CH2:18]([N:12]1[C:11]2[CH:10]=[CH:9][CH:8]=[CH:7][C:6]=2[C:5]2[C:13]1=[CH:1][CH:2]=[CH:3][CH:4]=2)[CH:17]=[CH2:16], predict the reactants needed to synthesize it.